Predict the reaction yield, written as a fraction of the theoretical maximum amount of product (1.0 means a 100% yield; for example, 0.34 means a 34% yield). From a dataset of Reaction yield outcomes from USPTO patents with 853,638 reactions. (1) The reactants are [N:1]1([CH2:7][CH2:8][NH2:9])[CH2:6][CH2:5][O:4][CH2:3][CH2:2]1.Cl[C:11]1[N:12]([CH2:33][CH:34]2[CH2:36][CH2:35]2)[C:13]2[C:18]([N:19]=1)=[C:17]([N:20]1[CH2:25][CH2:24][O:23][CH2:22][CH2:21]1)[N:16]=[C:15]([C:26]1[CH:27]=[N:28][C:29]([NH2:32])=[N:30][CH:31]=1)[N:14]=2. The yield is 0.620. The product is [NH2:32][C:29]1[N:28]=[CH:27][C:26]([C:15]2[N:14]=[C:13]3[C:18]([N:19]=[C:11]([NH:9][CH2:8][CH2:7][N:1]4[CH2:6][CH2:5][O:4][CH2:3][CH2:2]4)[N:12]3[CH2:33][CH:34]3[CH2:36][CH2:35]3)=[C:17]([N:20]3[CH2:25][CH2:24][O:23][CH2:22][CH2:21]3)[N:16]=2)=[CH:31][N:30]=1. The catalyst is CS(C)=O. (2) The product is [C:1]([O:9][C@@H:10]1[CH2:18][C@@H:13]2[O:14][C:15](=[O:17])[CH2:16][C@@H:12]2[C@H:11]1/[CH:19]=[CH:20]/[C@@H:21]([OH:31])[CH2:22][O:23][C:24]1[CH:29]=[CH:28][CH:27]=[C:26]([Cl:30])[CH:25]=1)(=[O:8])[C:2]1[CH:3]=[CH:4][CH:5]=[CH:6][CH:7]=1. The yield is 0.480. The reactants are [C:1]([O:9][C@@H:10]1[CH2:18][C@@H:13]2[O:14][C:15](=[O:17])[CH2:16][C@@H:12]2[C@H:11]1/[CH:19]=[CH:20]/[C:21](=[O:31])[CH2:22][O:23][C:24]1[CH:29]=[CH:28][CH:27]=[C:26]([Cl:30])[CH:25]=1)(=[O:8])[C:2]1[CH:7]=[CH:6][CH:5]=[CH:4][CH:3]=1.B(Cl)([C@H]1[C@H](C)[C@@H]2C(C)(C)[C@@H](C2)C1)[C@H]1[C@H](C)[C@@H]2C(C)(C)[C@@H](C2)C1. The catalyst is C1COCC1. (3) The reactants are C([O:3][C:4]([CH:6]1[CH2:10][CH2:9][CH2:8][CH:7]1[C:11]1[CH:16]=[C:15]([O:17][CH3:18])[CH:14]=[CH:13][C:12]=1[O:19][CH3:20])=O)C.[H-].[Al+3].[Li+].[H-].[H-].[H-].CCOCC.[C@H](O)(C([O-])=O)[C@@H](O)C([O-])=O.[Na+].[K+]. The catalyst is O1CCCC1. The product is [CH3:20][O:19][C:12]1[CH:13]=[CH:14][C:15]([O:17][CH3:18])=[CH:16][C:11]=1[CH:7]1[CH2:8][CH2:9][CH2:10][CH:6]1[CH2:4][OH:3]. The yield is 0.940.